Dataset: Forward reaction prediction with 1.9M reactions from USPTO patents (1976-2016). Task: Predict the product of the given reaction. (1) The product is: [CH3:14][C:15]1[CH:19]=[CH:18][S:17][C:16]=1[C:6]([NH:5][CH2:4][C:3]1[NH:1][N:2]=[C:38]([C:36]2[CH:37]=[CH:32][N:31]=[CH:34][CH:35]=2)[N:40]=1)=[O:12]. Given the reactants [NH:1]([C:3](=O)[CH2:4][NH:5][C:6](=[O:12])OC(C)(C)C)[NH2:2].[CH3:14][C:15]1[CH:19]=[CH:18][S:17][C:16]=1C(O)=O.[CH2:35]1[CH2:34]C[CH:32]([N:31]=C=[N:31][CH:32]2[CH2:37][CH2:36][CH2:35][CH2:34]C2)[CH2:37][CH2:36]1.[CH2:38]([N:40](CC)CC)C, predict the reaction product. (2) Given the reactants [NH2:1][CH:2]1[CH2:7][CH2:6][CH2:5][CH:4]([NH:8][C:9]2[CH:16]=[CH:15][C:12]([C:13]#[N:14])=[C:11]([C:17]([F:20])([F:19])[F:18])[CH:10]=2)[CH2:3]1.CN([CH:24]=[N:25][N:26]=[CH:27]N(C)C)C.CC1C=CC(S([O-])(=O)=O)=CC=1.C1C=C[NH+]=CC=1, predict the reaction product. The product is: [N:25]1[N:26]=[CH:27][N:1]([CH:2]2[CH2:7][CH2:6][CH2:5][CH:4]([NH:8][C:9]3[CH:16]=[CH:15][C:12]([C:13]#[N:14])=[C:11]([C:17]([F:18])([F:19])[F:20])[CH:10]=3)[CH2:3]2)[CH:24]=1. (3) The product is: [NH2:8][CH2:7][CH:6]([CH2:16][C:17]1[CH:22]=[CH:21][C:20]([O:23][CH2:24][CH2:25][O:26][C:27]2[C:32]([Cl:33])=[CH:31][C:30]([CH3:34])=[CH:29][C:28]=2[Cl:35])=[CH:19][CH:18]=1)[C:5]([N:4]([CH:1]1[CH2:2][CH2:3]1)[CH2:37][C:38]1[CH:43]=[C:42]([O:44][CH2:45][CH2:46][N:47]2[CH2:48][CH2:49][CH2:50][CH2:51]2)[CH:41]=[C:40]([CH2:52][CH2:53][CH2:54][O:55][CH3:56])[CH:39]=1)=[O:36]. Given the reactants [CH:1]1([N:4]([CH2:37][C:38]2[CH:43]=[C:42]([O:44][CH2:45][CH2:46][N:47]3[CH2:51][CH2:50][CH2:49][CH2:48]3)[CH:41]=[C:40]([CH2:52][CH2:53][CH2:54][O:55][CH3:56])[CH:39]=2)[C:5](=[O:36])[CH:6]([CH2:16][C:17]2[CH:22]=[CH:21][C:20]([O:23][CH2:24][CH2:25][O:26][C:27]3[C:32]([Cl:33])=[CH:31][C:30]([CH3:34])=[CH:29][C:28]=3[Cl:35])=[CH:19][CH:18]=2)[CH2:7][NH:8]C(=O)OC(C)(C)C)[CH2:3][CH2:2]1.Cl, predict the reaction product. (4) Given the reactants [NH2:1][C:2]1[CH:17]=[CH:16][C:5]2[N:6]([C:9]3[CH:14]=[CH:13][C:12]([NH2:15])=[CH:11][CH:10]=3)[CH:7]=[N:8][C:4]=2[CH:3]=1.[NH:18]1[C:26]2[C:21](=[CH:22][C:23]([C:27]([OH:29])=O)=[CH:24][CH:25]=2)[CH:20]=[CH:19]1, predict the reaction product. The product is: [NH:18]1[C:26]2[C:21](=[CH:22][C:23]([C:27]([NH:1][C:2]3[CH:17]=[CH:16][C:5]4[N:6]([C:9]5[CH:10]=[CH:11][C:12]([NH:15][C:27]([C:23]6[CH:22]=[C:21]7[C:26](=[CH:25][CH:24]=6)[NH:18][CH:19]=[CH:20]7)=[O:29])=[CH:13][CH:14]=5)[CH:7]=[N:8][C:4]=4[CH:3]=3)=[O:29])=[CH:24][CH:25]=2)[CH:20]=[CH:19]1. (5) Given the reactants [N:1]([CH2:4][CH2:5][CH2:6][OH:7])=[N+:2]=[N-:3].C(N(CC)CC)C.[C:15](Cl)(=[O:19])[C:16]([CH3:18])=[CH2:17], predict the reaction product. The product is: [C:15]([O:7][CH2:6][CH2:5][CH2:4][N:1]=[N+:2]=[N-:3])(=[O:19])[C:16]([CH3:18])=[CH2:17]. (6) Given the reactants [NH2:1][C@@:2]([C:8]1[CH:13]=[C:12]([Br:14])[CH:11]=[CH:10][C:9]=1[F:15])([CH3:7])[C:3]([CH3:6])([OH:5])[CH3:4].C(=O)([O-])O.[Na+].[Cl:21][CH2:22][C:23](Cl)=[O:24], predict the reaction product. The product is: [Br:14][C:12]1[CH:11]=[CH:10][C:9]([F:15])=[C:8]([C@:2]([NH:1][C:23](=[O:24])[CH2:22][Cl:21])([CH3:7])[C:3]([OH:5])([CH3:4])[CH3:6])[CH:13]=1.